This data is from Reaction yield outcomes from USPTO patents with 853,638 reactions. The task is: Predict the reaction yield, written as a fraction of the theoretical maximum amount of product (1.0 means a 100% yield; for example, 0.34 means a 34% yield). (1) The reactants are [CH3:1][O:2][C:3]1[CH:4]=[C:5]2[C:9](=[CH:10][CH:11]=1)[C:8](=[O:12])[CH2:7][CH2:6]2.[C:13]1([C:19]2[C:23]([CH:24]=O)=[C:22]([CH3:26])[O:21][N:20]=2)[CH:18]=[CH:17][CH:16]=[CH:15][CH:14]=1.[OH-].[Na+]. The catalyst is CCO.O. The product is [CH3:1][O:2][C:3]1[CH:4]=[C:5]2[C:9](=[CH:10][CH:11]=1)[C:8](=[O:12])[C:7](=[CH:24][C:23]1[C:19]([C:13]3[CH:18]=[CH:17][CH:16]=[CH:15][CH:14]=3)=[N:20][O:21][C:22]=1[CH3:26])[CH2:6]2. The yield is 0.490. (2) The reactants are C([O:3][C:4]([C:6]1[CH:11]=[CH:10][C:9]([CH2:12][CH2:13][C:14]2[N:19]=[CH:18][C:17]([N:20]3[CH2:25][CH2:24][N:23]([C:26]([O:28][C:29]([CH3:32])([CH3:31])[CH3:30])=[O:27])[CH2:22][CH2:21]3)=[CH:16][CH:15]=2)=[C:8]([F:33])[CH:7]=1)=O)C.O1CCCC1.[H-].C([Al+]CC(C)C)C(C)C.C(C(C(C([O-])=O)O)O)([O-])=O.[Na+].[K+]. The catalyst is O1CCCC1. The product is [F:33][C:8]1[CH:7]=[C:6]([CH2:4][OH:3])[CH:11]=[CH:10][C:9]=1[CH2:12][CH2:13][C:14]1[N:19]=[CH:18][C:17]([N:20]2[CH2:21][CH2:22][N:23]([C:26]([O:28][C:29]([CH3:32])([CH3:31])[CH3:30])=[O:27])[CH2:24][CH2:25]2)=[CH:16][CH:15]=1. The yield is 0.814. (3) The reactants are [OH:1][NH:2][C:3]([C:5]1[CH:31]=[CH:30][C:8]([CH2:9][N:10]([CH2:22][C:23]([O:25][C:26]([CH3:29])([CH3:28])[CH3:27])=[O:24])[C:11](=[O:21])[C:12]2[CH:17]=[CH:16][C:15]([N+:18]([O-:20])=[O:19])=[CH:14][CH:13]=2)=[CH:7][CH:6]=1)=[NH:4].CCN(C(C)C)C(C)C.[CH3:41][C:42]1[CH:47]=[CH:46][C:45]([C:48]2[CH:53]=[CH:52][C:51]([C:54](Cl)=O)=[CH:50][CH:49]=2)=[CH:44][CH:43]=1. The catalyst is CC(=O)OCC. The product is [CH3:41][C:42]1[CH:47]=[CH:46][C:45]([C:48]2[CH:53]=[CH:52][C:51]([C:54]3[O:1][N:2]=[C:3]([C:5]4[CH:6]=[CH:7][C:8]([CH2:9][N:10]([CH2:22][C:23]([O:25][C:26]([CH3:27])([CH3:28])[CH3:29])=[O:24])[C:11](=[O:21])[C:12]5[CH:13]=[CH:14][C:15]([N+:18]([O-:20])=[O:19])=[CH:16][CH:17]=5)=[CH:30][CH:31]=4)[N:4]=3)=[CH:50][CH:49]=2)=[CH:44][CH:43]=1. The yield is 0.730. (4) The reactants are Cl.[CH3:2][S:3]([NH:6][C:7]1[CH:15]=[C:14]2[C:10]([CH:11]=[C:12]([C:16]([OH:18])=O)[NH:13]2)=[CH:9][CH:8]=1)(=[O:5])=[O:4].[C:19]([C:21]1[CH:22]=[C:23]([NH2:35])[CH:24]=[C:25]([C:27]2[CH:32]=[CH:31][C:30]([F:33])=[CH:29][C:28]=2[F:34])[CH:26]=1)#[CH:20].CN(C(ON1N=NC2C=CC=NC1=2)=[N+](C)C)C.F[P-](F)(F)(F)(F)F.CCN(C(C)C)C(C)C. The catalyst is CN(C=O)C. The product is [C:19]([C:21]1[CH:22]=[C:23]([NH:35][C:16]([C:12]2[NH:13][C:14]3[C:10]([CH:11]=2)=[CH:9][CH:8]=[C:7]([NH:6][S:3]([CH3:2])(=[O:4])=[O:5])[CH:15]=3)=[O:18])[CH:24]=[C:25]([C:27]2[CH:32]=[CH:31][C:30]([F:33])=[CH:29][C:28]=2[F:34])[CH:26]=1)#[CH:20]. The yield is 0.320. (5) The reactants are [Br:1][C:2]1[C:3]([S:8]([CH:11]2[CH2:15][CH2:14][N:13](C(OC(C)(C)C)=O)[CH2:12]2)(=[O:10])=[O:9])=[N:4][CH:5]=[CH:6][CH:7]=1.Cl. The catalyst is C(Cl)Cl. The product is [Br:1][C:2]1[C:3]([S:8]([CH:11]2[CH2:15][CH2:14][NH:13][CH2:12]2)(=[O:9])=[O:10])=[N:4][CH:5]=[CH:6][CH:7]=1. The yield is 0.830. (6) The reactants are [Si]([O:18][CH:19]1[CH2:22][N:21]([C:23]2[S:24][CH:25]=[C:26]([CH2:28][OH:29])[N:27]=2)[CH2:20]1)(C(C)(C)C)(C1C=CC=CC=1)C1C=CC=CC=1.[F-].C([N+](CCCC)(CCCC)CCCC)CCC. The catalyst is O1CCCC1. The product is [OH:29][CH2:28][C:26]1[N:27]=[C:23]([N:21]2[CH2:22][CH:19]([OH:18])[CH2:20]2)[S:24][CH:25]=1. The yield is 0.960.